This data is from Forward reaction prediction with 1.9M reactions from USPTO patents (1976-2016). The task is: Predict the product of the given reaction. (1) Given the reactants [BH4-].[Na+].FC(F)(F)C([O:7][CH2:8][C:9]1[C:10]2[C:17]([CH3:18])=[CH:16][CH:15]=[C:14]([Br:19])[C:11]=2[S:12][CH:13]=1)=O.CO.O, predict the reaction product. The product is: [Br:19][C:14]1[C:11]2[S:12][CH:13]=[C:9]([CH2:8][OH:7])[C:10]=2[C:17]([CH3:18])=[CH:16][CH:15]=1. (2) The product is: [CH2:1]([N:8]([CH2:9][C:10]1[C:11]([Cl:16])=[N:12][CH:13]=[CH:14][CH:15]=1)[CH2:18][CH2:19][OH:20])[C:2]1[CH:3]=[CH:4][CH:5]=[CH:6][CH:7]=1. Given the reactants [CH2:1]([N:8]([CH2:18][CH2:19][O:20][Si](C(C)(C)C)(C)C)[C:9](=O)[C:10]1[CH:15]=[CH:14][CH:13]=[N:12][C:11]=1[Cl:16])[C:2]1[CH:7]=[CH:6][CH:5]=[CH:4][CH:3]=1.CO, predict the reaction product. (3) Given the reactants Br[CH2:2][C:3]1[C:12]2[C:7](=[C:8]([F:14])[C:9]([F:13])=[CH:10][CH:11]=2)[NH:6][C:5](=[O:15])[CH:4]=1.[F:16][C:17]1[CH:22]=[CH:21][CH:20]=[C:19]([F:23])[C:18]=1[C:24]1[NH:28][C:27]2[CH:29]=[CH:30][CH:31]=[CH:32][C:26]=2[N:25]=1, predict the reaction product. The product is: [F:16][C:17]1[CH:22]=[CH:21][CH:20]=[C:19]([F:23])[C:18]=1[C:24]1[N:25]([CH2:2][C:3]2[C:12]3[C:7](=[C:8]([F:14])[C:9]([F:13])=[CH:10][CH:11]=3)[NH:6][C:5](=[O:15])[CH:4]=2)[C:26]2[CH:32]=[CH:31][CH:30]=[CH:29][C:27]=2[N:28]=1. (4) Given the reactants [Cl:1][C:2]1[C:3]([N:14]2[CH2:19][CH2:18][N:17]([C:20]([O:22][C:23]([CH3:26])([CH3:25])[CH3:24])=[O:21])[CH2:16][CH2:15]2)=[N:4][CH:5]=[C:6]([C:8](N(OC)C)=[O:9])[CH:7]=1.[CH2:27]([Mg]Cl)[CH2:28][CH3:29].Cl, predict the reaction product. The product is: [C:8]([C:6]1[CH:7]=[C:2]([Cl:1])[C:3]([N:14]2[CH2:19][CH2:18][N:17]([C:20]([O:22][C:23]([CH3:26])([CH3:24])[CH3:25])=[O:21])[CH2:16][CH2:15]2)=[N:4][CH:5]=1)(=[O:9])[CH2:27][CH2:28][CH3:29]. (5) Given the reactants [CH3:1][O:2][C:3]1[CH:40]=[CH:39][C:6]([CH2:7][N:8]([CH2:30][C:31]2[CH:36]=[CH:35][C:34]([O:37][CH3:38])=[CH:33][CH:32]=2)[C:9]2[N:14]=[CH:13][C:12]([C:15]3[C:16]4[CH2:29][CH2:28][NH:27][C:17]=4[N:18]=[C:19]([N:21]4[CH2:26][CH2:25][O:24][CH2:23][CH2:22]4)[N:20]=3)=[CH:11][N:10]=2)=[CH:5][CH:4]=1.Br[C:42]1[CH:43]=[C:44]([C:48]([N:50]2[CH2:55][CH2:54][N:53]([CH3:56])[CH2:52][CH2:51]2)=[O:49])[CH:45]=[N:46][CH:47]=1, predict the reaction product. The product is: [CH3:38][O:37][C:34]1[CH:33]=[CH:32][C:31]([CH2:30][N:8]([CH2:7][C:6]2[CH:5]=[CH:4][C:3]([O:2][CH3:1])=[CH:40][CH:39]=2)[C:9]2[N:10]=[CH:11][C:12]([C:15]3[C:16]4[CH2:29][CH2:28][N:27]([C:42]5[CH:43]=[C:44]([C:48]([N:50]6[CH2:51][CH2:52][N:53]([CH3:56])[CH2:54][CH2:55]6)=[O:49])[CH:45]=[N:46][CH:47]=5)[C:17]=4[N:18]=[C:19]([N:21]4[CH2:26][CH2:25][O:24][CH2:23][CH2:22]4)[N:20]=3)=[CH:13][N:14]=2)=[CH:36][CH:35]=1.